Dataset: Peptide-MHC class I binding affinity with 185,985 pairs from IEDB/IMGT. Task: Regression. Given a peptide amino acid sequence and an MHC pseudo amino acid sequence, predict their binding affinity value. This is MHC class I binding data. (1) The peptide sequence is LMAEDLANV. The MHC is HLA-A31:01 with pseudo-sequence HLA-A31:01. The binding affinity (normalized) is 0.274. (2) The peptide sequence is RRHRILDI. The MHC is HLA-B27:05 with pseudo-sequence HLA-B27:05. The binding affinity (normalized) is 0.779.